Task: Predict the reaction yield, written as a fraction of the theoretical maximum amount of product (1.0 means a 100% yield; for example, 0.34 means a 34% yield).. Dataset: Reaction yield outcomes from USPTO patents with 853,638 reactions The reactants are [CH3:1][C:2]([C:4]1[C:13]2[C:8](=[CH:9][CH:10]=[CH:11][CH:12]=2)[CH:7]=[CH:6][CH:5]=1)=O.N[CH2:15][CH2:16][CH2:17][NH:18][C:19](=[O:25])[O:20][C:21]([CH3:24])([CH3:23])[CH3:22].[BH3-]C#[N:28].[Na+]. The catalyst is C(#N)C.[Cl-].[Cl-].[Zn+2]. The product is [C:21]([O:20][C:19](=[O:25])[NH:18][CH2:17][CH:16]([NH:28][CH:2]([C:4]1[C:13]2[C:8](=[CH:9][CH:10]=[CH:11][CH:12]=2)[CH:7]=[CH:6][CH:5]=1)[CH3:1])[CH3:15])([CH3:22])([CH3:23])[CH3:24]. The yield is 0.700.